From a dataset of Full USPTO retrosynthesis dataset with 1.9M reactions from patents (1976-2016). Predict the reactants needed to synthesize the given product. (1) Given the product [N:1]1([C:7]([C:9]2[CH:10]=[C:11]([C:15]3[CH:20]=[CH:19][N:18]=[C:17]([NH2:21])[C:16]=3[NH2:22])[CH:12]=[CH:13][CH:14]=2)=[O:8])[CH2:6][CH2:5][O:4][CH2:3][CH2:2]1, predict the reactants needed to synthesize it. The reactants are: [N:1]1([C:7]([C:9]2[CH:10]=[C:11]([C:15]3[CH:20]=[CH:19][N:18]=[C:17]([NH2:21])[C:16]=3[N+:22]([O-])=O)[CH:12]=[CH:13][CH:14]=2)=[O:8])[CH2:6][CH2:5][O:4][CH2:3][CH2:2]1. (2) Given the product [CH3:9][S:10]([NH:1][C:2]1[CH:7]=[CH:6][C:5]([OH:8])=[CH:4][CH:3]=1)(=[O:12])=[O:11], predict the reactants needed to synthesize it. The reactants are: [NH2:1][C:2]1[CH:7]=[CH:6][C:5]([OH:8])=[CH:4][CH:3]=1.[CH3:9][S:10](Cl)(=[O:12])=[O:11].